From a dataset of Peptide-MHC class II binding affinity with 134,281 pairs from IEDB. Regression. Given a peptide amino acid sequence and an MHC pseudo amino acid sequence, predict their binding affinity value. This is MHC class II binding data. (1) The peptide sequence is ALVGAALHPFALLLV. The MHC is HLA-DQA10102-DQB10501 with pseudo-sequence HLA-DQA10102-DQB10501. The binding affinity (normalized) is 0. (2) The peptide sequence is DKWLDAKSTWYGKPT. The MHC is HLA-DPA10201-DPB10501 with pseudo-sequence HLA-DPA10201-DPB10501. The binding affinity (normalized) is 0.195. (3) The peptide sequence is KFYFNKRLNQLTR. The MHC is DRB4_0101 with pseudo-sequence DRB4_0103. The binding affinity (normalized) is 0.0358.